From a dataset of NCI-60 drug combinations with 297,098 pairs across 59 cell lines. Regression. Given two drug SMILES strings and cell line genomic features, predict the synergy score measuring deviation from expected non-interaction effect. (1) Drug 1: CC(C)NC(=O)C1=CC=C(C=C1)CNNC.Cl. Drug 2: COC1=C2C(=CC3=C1OC=C3)C=CC(=O)O2. Cell line: UACC-257. Synergy scores: CSS=-1.31, Synergy_ZIP=1.17, Synergy_Bliss=0.450, Synergy_Loewe=-0.662, Synergy_HSA=-1.34. (2) Drug 2: N.N.Cl[Pt+2]Cl. Synergy scores: CSS=7.99, Synergy_ZIP=-1.41, Synergy_Bliss=2.37, Synergy_Loewe=-1.91, Synergy_HSA=1.17. Cell line: TK-10. Drug 1: CCN(CC)CCNC(=O)C1=C(NC(=C1C)C=C2C3=C(C=CC(=C3)F)NC2=O)C.